Predict the product of the given reaction. From a dataset of Forward reaction prediction with 1.9M reactions from USPTO patents (1976-2016). (1) Given the reactants C12(C[O:12]C3C=CN=CC=3Br)CC3CC(CC(C3)C1)C2.[Br:20][C:21]1[CH:22]=[N:23][CH:24]=[CH:25][C:26]=1[O:27][CH2:28][C@H:29]1[CH2:34][CH2:33][C@H:32]([C:35]([F:38])([F:37])[F:36])[CH2:31][CH2:30]1, predict the reaction product. The product is: [Br:20][C:21]1[CH:22]=[N+:23]([O-:12])[CH:24]=[CH:25][C:26]=1[O:27][CH2:28][C@H:29]1[CH2:30][CH2:31][C@H:32]([C:35]([F:36])([F:38])[F:37])[CH2:33][CH2:34]1. (2) Given the reactants [Br:1][C:2]1[CH:7]=[CH:6][CH:5]=[CH:4][C:3]=1[C:8](=O)[CH2:9][CH2:10][CH2:11][CH2:12][N:13]1[CH2:18][CH2:17][CH:16]([C:19]2[CH:20]=[C:21]([NH:25][C:26](=[O:30])[CH:27]([CH3:29])[CH3:28])[CH:22]=[CH:23][CH:24]=2)[CH2:15][CH2:14]1.Cl.[C:33]1([N:39]([C:41]2[CH:46]=[CH:45][CH:44]=[CH:43][CH:42]=2)N)[CH:38]=[CH:37][CH:36]=[CH:35][CH:34]=1, predict the reaction product. The product is: [Br:1][C:2]1[CH:7]=[CH:6][CH:5]=[CH:4][C:3]=1[C:8]1[N:39]([C:41]2[CH:46]=[CH:45][CH:44]=[CH:43][CH:42]=2)[C:33]2[C:34]([C:9]=1[CH2:10][CH2:11][CH2:12][N:13]1[CH2:18][CH2:17][CH:16]([C:19]3[CH:20]=[C:21]([NH:25][C:26](=[O:30])[CH:27]([CH3:29])[CH3:28])[CH:22]=[CH:23][CH:24]=3)[CH2:15][CH2:14]1)=[CH:35][CH:36]=[CH:37][CH:38]=2. (3) Given the reactants [O:1]([C:3]1[N:8]=[CH:7][C:6]([C:9]([NH:12][C:13]([C:15]2[C:16]3[CH2:17][C@H:18]4[CH2:31][C@H:19]4[C:20]=3[N:21]([C:23]3[CH:28]=[CH:27][C:26]([F:29])=[CH:25][C:24]=3[F:30])[N:22]=2)=[O:14])([CH3:11])[CH3:10])=[CH:5][CH:4]=1)C.I[Si](C)(C)C, predict the reaction product. The product is: [OH:1][C:3]1[N:8]=[CH:7][C:6]([C:9]([NH:12][C:13]([C:15]2[C:16]3[CH2:17][C@H:18]4[CH2:31][C@H:19]4[C:20]=3[N:21]([C:23]3[CH:28]=[CH:27][C:26]([F:29])=[CH:25][C:24]=3[F:30])[N:22]=2)=[O:14])([CH3:10])[CH3:11])=[CH:5][CH:4]=1.